From a dataset of Reaction yield outcomes from USPTO patents with 853,638 reactions. Predict the reaction yield, written as a fraction of the theoretical maximum amount of product (1.0 means a 100% yield; for example, 0.34 means a 34% yield). (1) The reactants are C(OC(OCC)C(=O)CC1C=CC(C)=CC=1)C.[CH:18]1[CH:23]=[CH:22][C:21]([CH2:24][C:25]2[NH:34][C:33]([C:35]3[CH:40]=[CH:39][C:38]([OH:41])=[CH:37][CH:36]=3)=[CH:32][N:31]3[C:26]=2[N:27]=[C:28]([CH2:42][C:43]2[CH:48]=[CH:47][C:46]([OH:49])=[CH:45][CH:44]=2)[C:29]3=[O:30])=[CH:20][CH:19]=1.Cl. The catalyst is O1CCOCC1.O. The product is [CH:18]1[CH:23]=[CH:22][C:21]([CH2:24][C:25]2[C:26]3[N:31]([CH:32]=[C:33]([C:35]4[CH:36]=[CH:37][C:38]([OH:41])=[CH:39][CH:40]=4)[N:34]=2)[C:29]([OH:30])=[C:28]([CH2:42][C:43]2[CH:48]=[CH:47][C:46]([OH:49])=[CH:45][CH:44]=2)[N:27]=3)=[CH:20][CH:19]=1. The yield is 0.604. (2) The yield is 0.200. The catalyst is Cl.CCO. The product is [CH3:29][N:2]([CH3:1])[CH2:3][CH2:4][NH:5][CH2:6][CH2:7][N:8]1[C:16]2[C:11](=[CH:12][C:13]([O:17][CH3:18])=[CH:14][CH:15]=2)[C:10](/[CH:19]=[C:41]2\[O:42][C:38]3[CH:37]=[CH:36][C:35]([NH:34][C:32]([NH:31][CH3:30])=[O:33])=[CH:44][C:39]=3[C:40]\2=[O:43])=[C:9]1[C:21]1[C:22]([CH3:28])=[N:23][N:24]([CH3:27])[C:25]=1[CH3:26]. The reactants are [CH3:1][N:2]([CH3:29])[CH2:3][CH2:4][NH:5][CH2:6][CH2:7][N:8]1[C:16]2[C:11](=[CH:12][C:13]([O:17][CH3:18])=[CH:14][CH:15]=2)[C:10]([CH:19]=O)=[C:9]1[C:21]1[C:22]([CH3:28])=[N:23][N:24]([CH3:27])[C:25]=1[CH3:26].[CH3:30][NH:31][C:32]([NH:34][C:35]1[CH:36]=[CH:37][C:38]2[O:42][CH2:41][C:40](=[O:43])[C:39]=2[CH:44]=1)=[O:33].C([O-])([O-])=O.[Na+].[Na+].CCOC(C)=O. (3) The reactants are C([N:8]1[CH2:17][CH2:16][C:15]2[C:14](=[O:18])[NH:13][CH:12]=[N:11][C:10]=2[CH2:9]1)C1C=CC=CC=1. The catalyst is CO.[OH-].[Pd+2].[OH-]. The product is [N:11]1[C:10]2[CH2:9][NH:8][CH2:17][CH2:16][C:15]=2[C:14](=[O:18])[NH:13][CH:12]=1. The yield is 0.960.